This data is from Full USPTO retrosynthesis dataset with 1.9M reactions from patents (1976-2016). The task is: Predict the reactants needed to synthesize the given product. Given the product [O:27]=[C:23]1[NH:22][C:21]([C:18]2[CH:19]=[CH:20][C:15]([F:14])=[CH:16][CH:17]=2)([CH2:28][O:29][CH2:30][CH:31]=[CH2:32])[C:25](=[O:26])[N:24]1[C:2]1[CH:9]=[CH:8][C:5]([C:6]#[N:7])=[C:4]([C:10]([F:13])([F:12])[F:11])[CH:3]=1, predict the reactants needed to synthesize it. The reactants are: Br[C:2]1[CH:9]=[CH:8][C:5]([C:6]#[N:7])=[C:4]([C:10]([F:13])([F:12])[F:11])[CH:3]=1.[F:14][C:15]1[CH:20]=[CH:19][C:18]([C:21]2([CH2:28][O:29][CH2:30][CH:31]=[CH2:32])[C:25](=[O:26])[NH:24][C:23](=[O:27])[NH:22]2)=[CH:17][CH:16]=1.